Dataset: Ames mutagenicity test results for genotoxicity prediction. Task: Regression/Classification. Given a drug SMILES string, predict its toxicity properties. Task type varies by dataset: regression for continuous values (e.g., LD50, hERG inhibition percentage) or binary classification for toxic/non-toxic outcomes (e.g., AMES mutagenicity, cardiotoxicity, hepatotoxicity). Dataset: ames. (1) The molecule is O=S1(=O)CC=CC1. The result is 0 (non-mutagenic). (2) The compound is Oc1ccc2ccc3c4c(ccc3c2c1)C(O)C(O)C1OC41. The result is 1 (mutagenic). (3) The result is 1 (mutagenic). The drug is ClC1C2(Cl)C3C4C5OC5C5C4C1(Cl)C(Cl)(C53)C2(Cl)Cl. (4) The drug is FC(F)C(F)(F)F. The result is 0 (non-mutagenic).